From a dataset of Reaction yield outcomes from USPTO patents with 853,638 reactions. Predict the reaction yield, written as a fraction of the theoretical maximum amount of product (1.0 means a 100% yield; for example, 0.34 means a 34% yield). (1) The reactants are [CH2:1]([O:8][C:9]1[CH:14]=[CH:13][C:12](Br)=[CH:11][CH:10]=1)[C:2]1[CH:7]=[CH:6][CH:5]=[CH:4][CH:3]=1.C([Li])CCC.[CH3:21][O:22][C:23]1[CH:34]=[CH:33][C:26]([C:27](N(OC)C)=[O:28])=[C:25]([O:35][CH2:36][O:37][CH3:38])[CH:24]=1.O. The catalyst is O1CCCC1. The product is [CH3:21][O:22][C:23]1[CH:34]=[CH:33][C:26]([C:27]([C:12]2[CH:13]=[CH:14][C:9]([O:8][CH2:1][C:2]3[CH:7]=[CH:6][CH:5]=[CH:4][CH:3]=3)=[CH:10][CH:11]=2)=[O:28])=[C:25]([O:35][CH2:36][O:37][CH3:38])[CH:24]=1. The yield is 0.730. (2) The catalyst is C(Cl)Cl. The reactants are C1N=CN([C:6]([N:8]2[CH:12]=N[CH:10]=[CH:9]2)=[O:7])C=1.[NH2:13][C@@H:14]([CH2:25][CH:26]1[CH2:31][CH2:30][CH2:29][CH2:28][CH2:27]1)[CH2:15][N:16]([CH3:24])[C:17](=[O:23])[O:18][C:19]([CH3:22])([CH3:21])[CH3:20].CCN(C(C)C)C(C)C.[Cl:41][C:42]1[CH:43]=[C:44]([CH:48]([O:53][CH2:54][CH2:55][NH:56][C:57](=[O:60])[O:58][CH3:59])CCNC)[CH:45]=[CH:46][CH:47]=1. The product is [CH3:59][O:58][C:57]([NH:56][CH2:55][CH2:54][O:53][CH:48]([C:44]1[CH:45]=[CH:46][CH:47]=[C:42]([Cl:41])[CH:43]=1)[CH2:10][CH2:9][N:8]([CH3:12])[C:6](=[O:7])[NH:13][C@@H:14]([CH2:25][CH:26]1[CH2:27][CH2:28][CH2:29][CH2:30][CH2:31]1)[CH2:15][N:16]([CH3:24])[C:17](=[O:23])[O:18][C:19]([CH3:21])([CH3:22])[CH3:20])=[O:60]. The yield is 0.500. (3) The reactants are [CH:1]([N:4]1[C:9]([CH3:10])=[CH:8][CH:7]=[C:6]([C:11]([O:13][CH2:14][CH3:15])=[O:12])[C:5]1=[O:16])([CH3:3])[CH3:2].[Br:17]N1C(=O)CCC1=O. The catalyst is CN(C)C=O. The product is [Br:17][C:8]1[CH:7]=[C:6]([C:11]([O:13][CH2:14][CH3:15])=[O:12])[C:5](=[O:16])[N:4]([CH:1]([CH3:2])[CH3:3])[C:9]=1[CH3:10]. The yield is 0.910.